From a dataset of Peptide-MHC class II binding affinity with 134,281 pairs from IEDB. Regression. Given a peptide amino acid sequence and an MHC pseudo amino acid sequence, predict their binding affinity value. This is MHC class II binding data. (1) The peptide sequence is QAGGKLCPNNLCCSQ. The MHC is HLA-DQA10101-DQB10501 with pseudo-sequence HLA-DQA10101-DQB10501. The binding affinity (normalized) is 0.0381. (2) The peptide sequence is PYLGYCALLPLLTEE. The MHC is DRB1_0101 with pseudo-sequence DRB1_0101. The binding affinity (normalized) is 0.932. (3) The peptide sequence is MLFRILSLNLIKIK. The MHC is HLA-DQA10101-DQB10501 with pseudo-sequence HLA-DQA10101-DQB10501. The binding affinity (normalized) is 0.200. (4) The peptide sequence is IGRNPNRDGDSYYYS. The MHC is DRB1_0301 with pseudo-sequence DRB1_0301. The binding affinity (normalized) is 0.334. (5) The peptide sequence is KLVLNIKYTRPGDSL. The MHC is HLA-DQA10104-DQB10503 with pseudo-sequence HLA-DQA10104-DQB10503. The binding affinity (normalized) is 0.